This data is from Full USPTO retrosynthesis dataset with 1.9M reactions from patents (1976-2016). The task is: Predict the reactants needed to synthesize the given product. (1) Given the product [N:1]1[CH:6]=[CH:5][CH:4]=[CH:3][C:2]=1[C:7]1[N:11]=[C:10]([C:12]2[CH:17]=[C:16]([C:29]([N:28]([CH3:32])[CH3:27])=[O:30])[CH:15]=[C:14]([C:19]#[N:20])[CH:13]=2)[O:9][N:8]=1, predict the reactants needed to synthesize it. The reactants are: [N:1]1[CH:6]=[CH:5][CH:4]=[CH:3][C:2]=1[C:7]1[N:11]=[C:10]([C:12]2[CH:17]=[C:16](O)[CH:15]=[C:14]([C:19]#[N:20])[CH:13]=2)[O:9][N:8]=1.C(=O)([O-])[O-].[K+].[K+].[CH3:27][N:28]([CH3:32])[C:29](Cl)=[O:30]. (2) The reactants are: [Cl:1][C:2]1[C:3]([NH:23][C:24]2[CH:28]=[C:27]([CH3:29])[NH:26][N:25]=2)=[N:4][C:5]([NH:8][C:9]2[CH:14]=[C:13]([CH3:15])[C:12]([CH:16]3[CH2:21][CH2:20][NH:19][CH2:18][CH2:17]3)=[CH:11][C:10]=2[F:22])=[N:6][CH:7]=1.C(N(CC)CC)C.[CH:37]([S:39]([CH3:42])(=[O:41])=[O:40])=[CH2:38]. Given the product [Cl:1][C:2]1[C:3]([NH:23][C:24]2[CH:28]=[C:27]([CH3:29])[NH:26][N:25]=2)=[N:4][C:5]([NH:8][C:9]2[CH:14]=[C:13]([CH3:15])[C:12]([CH:16]3[CH2:17][CH2:18][N:19]([CH2:38][CH2:37][S:39]([CH3:42])(=[O:41])=[O:40])[CH2:20][CH2:21]3)=[CH:11][C:10]=2[F:22])=[N:6][CH:7]=1, predict the reactants needed to synthesize it.